This data is from Forward reaction prediction with 1.9M reactions from USPTO patents (1976-2016). The task is: Predict the product of the given reaction. (1) Given the reactants [CH2:1]([N:8]1[C:16]2[C:15](=[O:17])[NH:14][C:13](=[O:18])[N:12]([CH2:19][O:20][CH2:21][CH2:22][Si:23]([CH3:26])([CH3:25])[CH3:24])[C:11]=2[N:10]=[C:9]1[Cl:27])[C:2]1[CH:7]=[CH:6][CH:5]=[CH:4][CH:3]=1.BrC1N(CC2C=CC(Cl)=CC=2)C2C(=O)N([CH2:47][CH2:48][CH2:49][O:50][CH:51]3[CH2:56][CH2:55][CH2:54][CH2:53][O:52]3)C(=O)N(C)C=2N=1.C(=O)([O-])[O-].[K+].[K+], predict the reaction product. The product is: [CH2:1]([N:8]1[C:16]2[C:15](=[O:17])[N:14]([CH2:47][CH2:48][CH2:49][O:50][CH:51]3[CH2:56][CH2:55][CH2:54][CH2:53][O:52]3)[C:13](=[O:18])[N:12]([CH2:19][O:20][CH2:21][CH2:22][Si:23]([CH3:24])([CH3:26])[CH3:25])[C:11]=2[N:10]=[C:9]1[Cl:27])[C:2]1[CH:7]=[CH:6][CH:5]=[CH:4][CH:3]=1. (2) Given the reactants [N+:1]([C:4]1[C:5]([N:10]2[CH2:15][CH2:14][C:13](=[CH:16][C:17]#[CH:18])[CH2:12][CH2:11]2)=[N:6][CH:7]=[CH:8][CH:9]=1)([O-:3])=[O:2].I[C:20]1[CH:25]=[C:24]([C:26]2[CH:31]=[CH:30][CH:29]=[CH:28][CH:27]=2)[CH:23]=[CH:22][C:21]=1[OH:32], predict the reaction product. The product is: [N+:1]([C:4]1[C:5]([N:10]2[CH2:15][CH2:14][C:13](=[CH:16][C:17]3[O:32][C:21]4[CH:22]=[CH:23][C:24]([C:26]5[CH:31]=[CH:30][CH:29]=[CH:28][CH:27]=5)=[CH:25][C:20]=4[CH:18]=3)[CH2:12][CH2:11]2)=[N:6][CH:7]=[CH:8][CH:9]=1)([O-:3])=[O:2]. (3) Given the reactants [CH3:1][C:2]([C:5]1[CH:6]=[C:7]([S:16][C:17]([S:20][C:21]2[CH:26]=[C:25]([C:27]([CH3:30])([CH3:29])[CH3:28])[C:24]([OH:31])=[C:23]([C:32]([CH3:35])([CH3:34])[CH3:33])[CH:22]=2)([CH3:19])[CH3:18])[CH:8]=[C:9]([C:12]([CH3:15])([CH3:14])[CH3:13])[C:10]=1[OH:11])([CH3:4])[CH3:3].[CH2:36]([O:38][CH:39]1[O:43][CH:42]([CH2:44][CH2:45]O)[CH:41]([CH2:47][CH2:48][OH:49])[O:40]1)[CH3:37].C1(P(C2C=CC=CC=2)C2C=CC=CC=2)C=CC=CC=1.N(C(OCC)=O)=NC(OCC)=O, predict the reaction product. The product is: [C:12]([C:9]1[CH:8]=[C:7]([S:16][C:17]([S:20][C:21]2[CH:22]=[C:23]([C:32]([CH3:35])([CH3:34])[CH3:33])[C:24]([O:31][CH2:45][CH2:44][CH:42]3[CH:41]([CH2:47][CH2:48][OH:49])[O:40][CH:39]([O:38][CH2:36][CH3:37])[O:43]3)=[C:25]([C:27]([CH3:30])([CH3:29])[CH3:28])[CH:26]=2)([CH3:18])[CH3:19])[CH:6]=[C:5]([C:2]([CH3:1])([CH3:3])[CH3:4])[C:10]=1[OH:11])([CH3:13])([CH3:14])[CH3:15]. (4) Given the reactants [C:1]([N:20]1[CH:24]=[C:23]([C:25](=[O:27])[CH3:26])[N:22]=[CH:21]1)([C:14]1[CH:19]=[CH:18][CH:17]=[CH:16][CH:15]=1)([C:8]1[CH:13]=[CH:12][CH:11]=[CH:10][CH:9]=1)[C:2]1[CH:7]=[CH:6][CH:5]=[CH:4][CH:3]=1.[CH3:28][N:29]([CH:31](OC)OC)[CH3:30], predict the reaction product. The product is: [CH3:28][N:29]([CH3:31])/[CH:30]=[CH:26]/[C:25]([C:23]1[N:22]=[CH:21][N:20]([C:1]([C:14]2[CH:15]=[CH:16][CH:17]=[CH:18][CH:19]=2)([C:8]2[CH:9]=[CH:10][CH:11]=[CH:12][CH:13]=2)[C:2]2[CH:7]=[CH:6][CH:5]=[CH:4][CH:3]=2)[CH:24]=1)=[O:27]. (5) Given the reactants [CH2:1]([N:8]1[CH2:13][CH2:12][C:11](=O)[CH2:10][CH2:9]1)[C:2]1[CH:7]=[CH:6][CH:5]=[CH:4][CH:3]=1.[ClH:15].[CH3:16][NH:17][CH3:18].C(O[BH-](OC(=O)C)OC(=O)C)(=O)C.[Na+].C(=O)([O-])[O-].[Na+].[Na+], predict the reaction product. The product is: [ClH:15].[ClH:15].[CH3:16][N:17]([CH3:18])[CH:11]1[CH2:12][CH2:13][N:8]([CH2:1][C:2]2[CH:7]=[CH:6][CH:5]=[CH:4][CH:3]=2)[CH2:9][CH2:10]1. (6) Given the reactants O.O=[Al]O[Al]=O.O=[Si]=O.F[C:11]1[C:19](F)=[C:18](F)[C:17](F)=[C:16]2[C:12]=1[CH:13]=[CH:14][NH:15]2, predict the reaction product. The product is: [NH:15]1[C:16]2[C:12](=[CH:11][CH:19]=[CH:18][CH:17]=2)[CH:13]=[CH:14]1. (7) Given the reactants [CH2:1]([C:3]1[CH:8]=[CH:7][C:6]([C@H:9]2[CH2:14][C@@H:13]([C:15]([F:18])([F:17])[F:16])[N:12]3[N:19]=[CH:20][C:21]([C:22]([O:24][CH2:25][CH3:26])=[O:23])=[C:11]3[NH:10]2)=[CH:5][CH:4]=1)C.C1(C)C=CC(C2C=C(C(F)(F)F)N3N=CC(C(OCC)=O)=C3N=2)=CC=1.[BH4-].[Na+], predict the reaction product. The product is: [C:3]1([CH3:1])[CH:4]=[CH:5][C:6]([C@H:9]2[CH2:14][C@@H:13]([C:15]([F:16])([F:17])[F:18])[N:12]3[N:19]=[CH:20][C:21]([C:22]([O:24][CH2:25][CH3:26])=[O:23])=[C:11]3[NH:10]2)=[CH:7][CH:8]=1. (8) Given the reactants [NH2:1][C:2]1[CH:7]=[CH:6][C:5]([OH:8])=[C:4]([F:9])[CH:3]=1.CC([O-])(C)C.[K+].[Cl:16][C:17]1[C:18]([C:24]([NH2:26])=[O:25])=[N:19][CH:20]=[CH:21][C:22]=1Cl, predict the reaction product. The product is: [NH2:1][C:2]1[CH:7]=[CH:6][C:5]([O:8][C:22]2[CH:21]=[CH:20][N:19]=[C:18]([C:24]([NH2:26])=[O:25])[C:17]=2[Cl:16])=[C:4]([F:9])[CH:3]=1. (9) Given the reactants [O:1]=[C:2]1[CH2:10][C:9]2[C:4](=[CH:5][C:6]([NH:11][C:12](=[O:14])[CH3:13])=[CH:7][CH:8]=2)[NH:3]1.[NH:15]1[C:23]2[C:18](=[CH:19][C:20]([CH:24]=O)=[CH:21][CH:22]=2)[CH:17]=[N:16]1, predict the reaction product. The product is: [NH:15]1[C:23]2[C:18](=[CH:19][C:20](/[CH:24]=[C:10]3/[C:2](=[O:1])[NH:3][C:4]4[C:9]/3=[CH:8][CH:7]=[C:6]([NH:11][C:12](=[O:14])[CH3:13])[CH:5]=4)=[CH:21][CH:22]=2)[CH:17]=[N:16]1.